Task: Predict the reactants needed to synthesize the given product.. Dataset: Full USPTO retrosynthesis dataset with 1.9M reactions from patents (1976-2016) (1) Given the product [CH2:1]([O:8][C:9]1[CH:10]=[CH:11][CH:12]=[C:13]2[C:18]=1[N:17]=[C:16]([Cl:22])[CH:15]=[CH:14]2)[C:2]1[CH:7]=[CH:6][CH:5]=[CH:4][CH:3]=1, predict the reactants needed to synthesize it. The reactants are: [CH2:1]([O:8][C:9]1[CH:10]=[CH:11][CH:12]=[C:13]2[C:18]=1[N:17]=[C:16](O)[CH:15]=[CH:14]2)[C:2]1[CH:7]=[CH:6][CH:5]=[CH:4][CH:3]=1.O=P(Cl)(Cl)[Cl:22]. (2) Given the product [Cl:36][C:33]1[CH:34]=[CH:35][C:30]([N:29]=[C:18]2[N:17]([CH2:16][CH2:15][CH2:14][NH:8][CH2:9][CH2:10][C:11]([OH:13])=[O:12])[C:21]([C:22]3[CH:23]=[CH:24][C:25]([F:28])=[CH:26][CH:27]=3)=[CH:20][S:19]2)=[C:31]([O:37][CH3:38])[CH:32]=1, predict the reactants needed to synthesize it. The reactants are: C(OC([N:8]([CH2:14][CH2:15][CH2:16][N:17]1[C:21]([C:22]2[CH:27]=[CH:26][C:25]([F:28])=[CH:24][CH:23]=2)=[CH:20][S:19][C:18]1=[N:29][C:30]1[CH:35]=[CH:34][C:33]([Cl:36])=[CH:32][C:31]=1[O:37][CH3:38])[CH2:9][CH2:10][C:11]([OH:13])=[O:12])=O)(C)(C)C.Cl. (3) Given the product [CH2:18]([N:22]1[CH2:26][CH2:25][N:24]([C:27]2[S:28][C:29]([C:33]([NH:17][CH2:16][C:13]3[CH:14]=[CH:15][N:11]([CH3:10])[N:12]=3)=[O:34])=[C:30]([CH3:32])[N:31]=2)[C:23]1=[O:36])[CH:19]([CH3:21])[CH3:20], predict the reactants needed to synthesize it. The reactants are: FC1C=C(CN)C=NC=1.[CH3:10][N:11]1[CH:15]=[CH:14][C:13]([CH2:16][NH2:17])=[N:12]1.[CH2:18]([N:22]1[CH2:26][CH2:25][N:24]([C:27]2[S:28][C:29]([C:33](O)=[O:34])=[C:30]([CH3:32])[N:31]=2)[C:23]1=[O:36])[CH:19]([CH3:21])[CH3:20]. (4) Given the product [CH2:24]([O:23][C:20]1[CH:21]=[CH:22][C:17]([CH2:16][C:13]2[S:12][C:11]([C:9]([P:4](=[O:3])([OH:8])[OH:5])=[O:10])=[CH:15][CH:14]=2)=[CH:18][CH:19]=1)[CH3:25], predict the reactants needed to synthesize it. The reactants are: C([O:3][P:4]([C:9]([C:11]1[S:12][C:13]([CH2:16][C:17]2[CH:22]=[CH:21][C:20]([O:23][CH2:24][CH3:25])=[CH:19][CH:18]=2)=[CH:14][CH:15]=1)=[O:10])(=[O:8])[O:5]CC)C.Br[Si](C)(C)C.CO. (5) Given the product [I:8][C:5]1[CH:6]=[CH:7][C:2]2[N:3]([CH:10]=[C:11]([NH:13][C:14](=[O:18])[O:15][CH2:16][CH3:17])[N:1]=2)[N:4]=1, predict the reactants needed to synthesize it. The reactants are: [NH2:1][C:2]1[N:3]=[N:4][C:5]([I:8])=[CH:6][CH:7]=1.Cl[CH2:10][C:11]([NH:13][C:14](=[O:18])[O:15][CH2:16][CH3:17])=O.P([O-])([O-])(O)=O.[Na+].[Na+].O. (6) Given the product [Cl:1][C:2]1[CH:3]=[C:4]([C:9]2([C:22]([F:23])([F:25])[F:24])[O:13][N:12]=[C:11]([C:14]3[CH:15]=[CH:16][C:17]([CH3:21])=[C:18]([NH:19][C:32](=[O:33])[C:29]4[CH:30]=[CH:31][C:26]([CH3:35])=[CH:27][CH:28]=4)[CH:20]=3)[CH2:10]2)[CH:5]=[C:6]([Cl:8])[CH:7]=1, predict the reactants needed to synthesize it. The reactants are: [Cl:1][C:2]1[CH:3]=[C:4]([C:9]2([C:22]([F:25])([F:24])[F:23])[O:13][N:12]=[C:11]([C:14]3[CH:15]=[CH:16][C:17]([CH3:21])=[C:18]([CH:20]=3)[NH2:19])[CH2:10]2)[CH:5]=[C:6]([Cl:8])[CH:7]=1.[C:26]1([CH3:35])[CH:31]=[CH:30][C:29]([C:32](O)=[O:33])=[CH:28][CH:27]=1.Cl.C(N(CC)CCCN=C=NCC)C.C(=O)([O-])O.[Na+]. (7) The reactants are: Cl.Cl.[NH:3]1[CH2:8][CH2:7][CH:6]([NH:9][C:10]2[N:15]=[CH:14][C:13](/[CH:16]=[CH:17]/[C:18]([O:20][CH2:21][CH3:22])=[O:19])=[CH:12][CH:11]=2)[CH2:5][CH2:4]1.CCN(CC)CC.[C:30](Cl)(=[O:37])[C:31]1[CH:36]=[CH:35][CH:34]=[CH:33][CH:32]=1.O. Given the product [C:30]([N:3]1[CH2:8][CH2:7][CH:6]([NH:9][C:10]2[N:15]=[CH:14][C:13](/[CH:16]=[CH:17]/[C:18]([O:20][CH2:21][CH3:22])=[O:19])=[CH:12][CH:11]=2)[CH2:5][CH2:4]1)(=[O:37])[C:31]1[CH:36]=[CH:35][CH:34]=[CH:33][CH:32]=1, predict the reactants needed to synthesize it. (8) Given the product [CH3:1][C:2]1[N:3]=[N:4][N:5]([CH3:37])[C:6]=1[C:7]1[CH:19]=[N:18][C:17]2[C:16]3[CH:15]=[C:14]([C:20]([OH:23])([CH3:22])[CH3:21])[CH:13]=[CH:12][C:11]=3[N:10]([C@H:24]([C:25]3[CH:30]=[CH:29][C:28]([F:38])=[CH:27][CH:26]=3)[CH:31]3[CH2:32][CH2:33][O:34][CH2:35][CH2:36]3)[C:9]=2[CH:8]=1, predict the reactants needed to synthesize it. The reactants are: [CH3:1][C:2]1[N:3]=[N:4][N:5]([CH3:37])[C:6]=1[C:7]1[CH:19]=[N:18][C:17]2[C:16]3[CH:15]=[C:14]([C:20]([OH:23])([CH3:22])[CH3:21])[CH:13]=[CH:12][C:11]=3[N:10]([C@@H:24]([CH:31]3[CH2:36][CH2:35][O:34][CH2:33][CH2:32]3)[C:25]3[CH:30]=[CH:29][CH:28]=[CH:27][CH:26]=3)[C:9]=2[CH:8]=1.[F:38]C1C=CC(C(OC(C2C=CC3C4N=CC=CC=4NC=3C=2)=O)C2CCOCC2)=CC=1. (9) Given the product [Br:28][C:29]1[CH:30]=[CH:31][C:32]([O:1][C:2]([CH3:10])([CH2:8][CH3:9])[C:3]([O:5][CH2:6][CH3:7])=[O:4])=[C:33]([N+:35]([O-:37])=[O:36])[CH:34]=1, predict the reactants needed to synthesize it. The reactants are: [OH:1][C:2]([CH3:10])([CH2:8][CH3:9])[C:3]([O:5][CH2:6][CH3:7])=[O:4].[H-].[Na+].C1OCCOCCOCCOCCOC1.[Br:28][C:29]1[CH:30]=[CH:31][C:32](F)=[C:33]([N+:35]([O-:37])=[O:36])[CH:34]=1.[Cl-].[NH4+]. (10) Given the product [C:1]([Si:5]([O:6][C@@H:7]([CH2:9][C:10]#[CH:11])[CH3:8])([C:22]1[CH:27]=[CH:26][CH:25]=[CH:24][CH:23]=1)[C:16]1[CH:21]=[CH:20][CH:19]=[CH:18][CH:17]=1)([CH3:2])([CH3:4])[CH3:3], predict the reactants needed to synthesize it. The reactants are: [C:1]([Si:5]([C:22]1[CH:27]=[CH:26][CH:25]=[CH:24][CH:23]=1)([C:16]1[CH:21]=[CH:20][CH:19]=[CH:18][CH:17]=1)[O:6][C@@H:7]([CH2:9][C:10]#[C:11][Si](C)(C)C)[CH3:8])([CH3:4])([CH3:3])[CH3:2].C(=O)([O-])[O-].[K+].[K+].